From a dataset of Full USPTO retrosynthesis dataset with 1.9M reactions from patents (1976-2016). Predict the reactants needed to synthesize the given product. (1) Given the product [CH3:1][O:2][C:3]1[CH:4]=[CH:5][CH:6]=[C:7]2[C:12]=1[CH2:11][CH:10]([N:13]([CH2:14][CH2:15][CH3:16])[CH2:27][CH2:26][C:18]1[CH:19]=[C:20]3[CH:25]=[CH:24][CH:23]=[CH:22][N:21]3[N:17]=1)[CH2:9][CH2:8]2, predict the reactants needed to synthesize it. The reactants are: [CH3:1][O:2][C:3]1[CH:4]=[CH:5][CH:6]=[C:7]2[C:12]=1[CH2:11][CH:10]([NH:13][CH2:14][CH2:15][CH3:16])[CH2:9][CH2:8]2.[N:17]1[N:21]2[CH:22]=[CH:23][CH:24]=[CH:25][C:20]2=[CH:19][C:18]=1[CH2:26][C:27](O)=O. (2) Given the product [Br:17][CH2:7][C:6]1[N:5]([CH3:8])[N:4]([C:9]2[CH:14]=[CH:13][C:12]([Cl:15])=[CH:11][CH:10]=2)[C:3](=[O:16])[C:2]=1[Cl:1], predict the reactants needed to synthesize it. The reactants are: [Cl:1][C:2]1[C:3](=[O:16])[N:4]([C:9]2[CH:14]=[CH:13][C:12]([Cl:15])=[CH:11][CH:10]=2)[N:5]([CH3:8])[C:6]=1[CH3:7].[Br:17]N1C(=O)CCC1=O. (3) Given the product [CH2:1]([C:5]1[CH:10]=[CH:9][C:8]([CH:11]([CH3:24])[C:12]([O:14][C:15]2[CH:20]=[CH:19][C:18]([C:21](=[S:48])[NH2:22])=[CH:17][CH:16]=2)=[O:13])=[CH:7][CH:6]=1)[CH:2]([CH3:4])[CH3:3], predict the reactants needed to synthesize it. The reactants are: [CH2:1]([C:5]1[CH:10]=[CH:9][C:8]([CH:11]([CH3:24])[C:12]([O:14][C:15]2[CH:20]=[CH:19][C:18]([C:21](=O)[NH2:22])=[CH:17][CH:16]=2)=[O:13])=[CH:7][CH:6]=1)[CH:2]([CH3:4])[CH3:3].COC1C=CC2C(=CC=C(C(C)C(OC3C=CC(C4[S:48]SC(=S)C=4)=CC=3)=O)C=2)C=1.COC1C=CC(P2(SP(C3C=CC(OC)=CC=3)(=S)S2)=S)=CC=1. (4) Given the product [CH:1]([N:14]1[CH2:17][CH:16]([CH2:18][O:19][C:20]2[C:28]([CH:29]3[CH2:31][CH2:30]3)=[CH:27][C:23]([C:24]([NH:38][S:35](=[O:37])(=[O:36])[NH:34][CH3:33])=[O:25])=[C:22]([F:32])[CH:21]=2)[CH2:15]1)([C:8]1[CH:13]=[CH:12][CH:11]=[CH:10][CH:9]=1)[C:2]1[CH:7]=[CH:6][CH:5]=[CH:4][CH:3]=1, predict the reactants needed to synthesize it. The reactants are: [CH:1]([N:14]1[CH2:17][CH:16]([CH2:18][O:19][C:20]2[C:28]([CH:29]3[CH2:31][CH2:30]3)=[CH:27][C:23]([C:24](O)=[O:25])=[C:22]([F:32])[CH:21]=2)[CH2:15]1)([C:8]1[CH:13]=[CH:12][CH:11]=[CH:10][CH:9]=1)[C:2]1[CH:7]=[CH:6][CH:5]=[CH:4][CH:3]=1.[CH3:33][NH:34][S:35]([NH2:38])(=[O:37])=[O:36]. (5) Given the product [CH3:41][N:42]([CH3:43])[CH2:44][C:45]([N:21]1[CH2:20][CH2:19][C:17]2[N:18]=[C:13]([NH:12][C:9]3[CH:10]=[CH:11][C:6]([C:5]4[O:1][CH:2]=[N:3][CH:4]=4)=[CH:7][CH:8]=3)[N:14]=[C:15]([N:23]([CH2:24][CH2:25][OH:26])[C:27]3[CH:28]=[CH:29][CH:30]=[CH:31][CH:32]=3)[C:16]=2[CH2:22]1)=[O:46], predict the reactants needed to synthesize it. The reactants are: [O:1]1[C:5]([C:6]2[CH:11]=[CH:10][C:9]([NH:12][C:13]3[N:14]=[C:15]([N:23]([C:27]4[CH:32]=[CH:31][CH:30]=[CH:29][CH:28]=4)[CH2:24][CH2:25][OH:26])[C:16]4[CH2:22][NH:21][CH2:20][CH2:19][C:17]=4[N:18]=3)=[CH:8][CH:7]=2)=[CH:4][N:3]=[CH:2]1.C(N(CC)CC)C.Cl.[CH3:41][N:42]([CH2:44][C:45](Cl)=[O:46])[CH3:43]. (6) Given the product [Cl:1][C:2]1[CH:3]=[CH:4][C:5]([C:8]2[N:9]=[CH:10][N:11]([C:14]3[S:15][CH:16]=[CH:17][CH:18]=3)[CH:12]=2)=[CH:6][CH:7]=1, predict the reactants needed to synthesize it. The reactants are: [Cl:1][C:2]1[CH:7]=[CH:6][C:5]([C:8]2[N:9]=[CH:10][NH:11][CH:12]=2)=[CH:4][CH:3]=1.Br[C:14]1[S:15][CH:16]=[CH:17][CH:18]=1. (7) Given the product [NH2:37][C:38]1[C:46]([F:47])=[CH:45][C:44]([C:15]2[CH:16]=[C:17]3[C:9]([C:4]4[CH:5]=[CH:6][CH:7]=[CH:8][C:3]=4[O:2][CH3:1])=[CH:10][N:11]([S:27]([C:30]4[CH:35]=[CH:34][C:33]([CH3:36])=[CH:32][CH:31]=4)(=[O:28])=[O:29])[C:12]3=[N:13][CH:14]=2)=[CH:43][C:39]=1[C:40]([OH:42])=[O:41], predict the reactants needed to synthesize it. The reactants are: [CH3:1][O:2][C:3]1[CH:8]=[CH:7][CH:6]=[CH:5][C:4]=1[C:9]1[C:17]2[C:12](=[N:13][CH:14]=[C:15](B3OC(C)(C)C(C)(C)O3)[CH:16]=2)[N:11]([S:27]([C:30]2[CH:35]=[CH:34][C:33]([CH3:36])=[CH:32][CH:31]=2)(=[O:29])=[O:28])[CH:10]=1.[NH2:37][C:38]1[C:46]([F:47])=[CH:45][C:44](I)=[CH:43][C:39]=1[C:40]([OH:42])=[O:41].C(=O)(O)[O-].[Na+]. (8) Given the product [Cl:24][C:22]1[N:21]=[CH:20][C:19]2[C@:15]3([C@H:26]([CH2:28][C:29]([CH3:32])([CH3:31])[CH3:30])[N:27]4[C@H:8]([CH2:9][CH2:4][CH:5]5[CH2:44][CH2:43][O:46][CH2:7][CH2:6]5)[N:10]([C:7]5[CH:8]=[CH:9][C:4]([C:1]([NH2:2])=[O:3])=[CH:5][C:6]=5[O:41][CH3:42])[C:11](=[O:12])[C@H:13]4[C@@H:14]3[C:33]3[CH:38]=[CH:37][CH:36]=[C:35]([Cl:39])[C:34]=3[F:40])[C:16](=[O:25])[N:17]([CH:55]([OH:56])[CH2:54][CH2:53][CH:50]3[CH2:51][CH2:52][O:47][CH2:48][CH2:49]3)[C:18]=2[CH:23]=1, predict the reactants needed to synthesize it. The reactants are: [C:1]([C:4]1[CH:9]=[CH:8][C:7]([NH:10][C:11]([C@@H:13]2[NH:27][C@@H:26]([CH2:28][C:29]([CH3:32])([CH3:31])[CH3:30])[C@:15]3([C:19]4[CH:20]=[N:21][C:22]([Cl:24])=[CH:23][C:18]=4[NH:17][C:16]3=[O:25])[C@H:14]2[C:33]2[CH:38]=[CH:37][CH:36]=[C:35]([Cl:39])[C:34]=2[F:40])=[O:12])=[C:6]([O:41][CH3:42])[CH:5]=1)(=[O:3])[NH2:2].[C:43]([OH:46])(=O)[CH3:44].[O:47]1[CH2:52][CH2:51][CH:50]([CH2:53][CH2:54][CH:55]=[O:56])[CH2:49][CH2:48]1.[OH-].[Na+].